From a dataset of Catalyst prediction with 721,799 reactions and 888 catalyst types from USPTO. Predict which catalyst facilitates the given reaction. (1) Reactant: [Al+3].[Cl-].[Cl-].[Cl-].C[O:6][C:7]1[CH:8]=[C:9]([NH:13][C:14](=[O:23])[CH:15]=[CH:16]C2C=CC=CC=2)[CH:10]=[CH:11][CH:12]=1. Product: [OH:6][C:7]1[CH:8]=[C:9]2[C:10]([CH:16]=[CH:15][C:14](=[O:23])[NH:13]2)=[CH:11][CH:12]=1. The catalyst class is: 159. (2) Reactant: COC[O:4][CH:5]([CH2:25][N:26]1[C:35]2[C:30](=[CH:31][CH:32]=[C:33]([O:36][CH3:37])[CH:34]=2)[N:29]=[CH:28][C:27]1=[O:38])[CH2:6][NH:7][CH:8]1[CH2:12][N:11]([C:13]2[CH:14]=[CH:15][C:16]3[O:21][CH2:20][C:19](=[O:22])[NH:18][C:17]=3[CH:23]=2)[C:10](=[O:24])[CH2:9]1.Cl. Product: [OH:4][CH:5]([CH2:25][N:26]1[C:35]2[C:30](=[CH:31][CH:32]=[C:33]([O:36][CH3:37])[CH:34]=2)[N:29]=[CH:28][C:27]1=[O:38])[CH2:6][NH:7][CH:8]1[CH2:12][N:11]([C:13]2[CH:14]=[CH:15][C:16]3[O:21][CH2:20][C:19](=[O:22])[NH:18][C:17]=3[CH:23]=2)[C:10](=[O:24])[CH2:9]1. The catalyst class is: 111. (3) Reactant: [CH2:1]([O:3][C:4](=[O:12])[C:5]1[CH:10]=[CH:9][CH:8]=[N:7][C:6]=1[CH3:11])[CH3:2].[Se](=O)=[O:14]. The catalyst class is: 12. Product: [CH2:1]([O:3][C:4](=[O:12])[C:5]1[CH:10]=[CH:9][CH:8]=[N:7][C:6]=1[CH:11]=[O:14])[CH3:2]. (4) Reactant: [Cl:1][C:2]1[CH:7]=[CH:6][N:5]=[C:4]2[CH:8]=[C:9]([C:11]([OH:13])=O)[S:10][C:3]=12.[CH3:14][N:15]([CH3:21])[CH2:16][CH2:17][CH2:18][NH:19][CH3:20].CCN(CC)CC. Product: [Cl:1][C:2]1[CH:7]=[CH:6][N:5]=[C:4]2[CH:8]=[C:9]([C:11]([N:19]([CH2:18][CH2:17][CH2:16][N:15]([CH3:21])[CH3:14])[CH3:20])=[O:13])[S:10][C:3]=12. The catalyst class is: 820. (5) Reactant: [C:1]1(=O)[CH2:8][CH2:7][CH2:6][CH2:5][CH2:4][CH2:3][CH2:2]1.[CH:10]1([CH2:16][NH2:17])[CH2:15][CH2:14][CH2:13][CH2:12][CH2:11]1.C([O:20][CH:21]=[C:22]([C:28](OCC)=O)[C:23]([O:25]CC)=[O:24])C. Product: [CH:10]1([CH2:16][N:17]2[C:21](=[O:20])[C:22]([C:23]([OH:25])=[O:24])=[CH:28][C:2]3[CH2:3][CH2:4][CH2:5][CH2:6][CH2:7][CH2:8][C:1]2=3)[CH2:15][CH2:14][CH2:13][CH2:12][CH2:11]1. The catalyst class is: 11.